Dataset: Reaction yield outcomes from USPTO patents with 853,638 reactions. Task: Predict the reaction yield, written as a fraction of the theoretical maximum amount of product (1.0 means a 100% yield; for example, 0.34 means a 34% yield). (1) The yield is 0.500. The reactants are Br[C:2]1[CH:3]=[CH:4][C:5]2[C:6]3[CH2:15][N:14]([C:16]([O:18][C:19]([CH3:22])([CH3:21])[CH3:20])=[O:17])[CH2:13][CH2:12][C:7]=3[N:8]([CH3:11])[C:9]=2[CH:10]=1.[Cl:23][C:24]1[CH:38]=[CH:37][C:27]([CH2:28][O:29][C:30]2[CH:35]=[CH:34][NH:33][C:32](=[O:36])[CH:31]=2)=[CH:26][CH:25]=1. No catalyst specified. The product is [Cl:23][C:24]1[CH:38]=[CH:37][C:27]([CH2:28][O:29][C:30]2[CH:35]=[CH:34][N:33]([C:2]3[CH:3]=[CH:4][C:5]4[C:6]5[CH2:15][N:14]([C:16]([O:18][C:19]([CH3:22])([CH3:21])[CH3:20])=[O:17])[CH2:13][CH2:12][C:7]=5[N:8]([CH3:11])[C:9]=4[CH:10]=3)[C:32](=[O:36])[CH:31]=2)=[CH:26][CH:25]=1. (2) The reactants are [CH:1]1([C:7]([C:9]2[C:10]3[CH:17]=[CH:16][N:15]([Si](C(C)C)(C(C)C)C(C)C)[C:11]=3[N:12]=[CH:13][N:14]=2)=[O:8])[CH2:6][CH2:5][CH2:4][CH2:3][CH2:2]1.Cl.CO. The catalyst is C(Cl)(Cl)Cl.CO. The product is [CH:1]1([C:7]([C:9]2[C:10]3[CH:17]=[CH:16][NH:15][C:11]=3[N:12]=[CH:13][N:14]=2)=[O:8])[CH2:2][CH2:3][CH2:4][CH2:5][CH2:6]1. The yield is 0.690.